This data is from Forward reaction prediction with 1.9M reactions from USPTO patents (1976-2016). The task is: Predict the product of the given reaction. (1) Given the reactants [CH2:1]([N:8]1[CH2:15][CH:14]2[N:16]([CH2:17][C:18]3[CH:23]=[CH:22][CH:21]=[CH:20][CH:19]=3)[CH:10]([CH2:11][NH:12][CH2:13]2)[CH2:9]1)[C:2]1[CH:7]=[CH:6][CH:5]=[CH:4][CH:3]=1.[CH2:24]=O.[BH4-].[Na+], predict the reaction product. The product is: [CH2:1]([N:8]1[CH2:9][CH:10]2[N:16]([CH2:17][C:18]3[CH:23]=[CH:22][CH:21]=[CH:20][CH:19]=3)[CH:14]([CH2:13][N:12]([CH3:24])[CH2:11]2)[CH2:15]1)[C:2]1[CH:3]=[CH:4][CH:5]=[CH:6][CH:7]=1. (2) Given the reactants [CH:1]([C@H:3]1[CH2:8][C@@H:7]2[C@@H:5]([CH2:6]2)[N:4]1[C:9]([O:11][C:12]([CH3:15])([CH3:14])[CH3:13])=[O:10])=O.[OH2:16].[Cl-].O[NH3+:19].C(=O)([O-])[O-].[Na+].[Na+], predict the reaction product. The product is: [OH:16][N:19]=[CH:1][C@H:3]1[CH2:8][C@@H:7]2[C@@H:5]([CH2:6]2)[N:4]1[C:9]([O:11][C:12]([CH3:15])([CH3:14])[CH3:13])=[O:10]. (3) Given the reactants C([O:5][C:6]([C@H:8]1[CH2:12][CH2:11][CH2:10][N:9]1[C:13](=[O:33])[CH2:14][CH2:15][NH:16][CH2:17][CH2:18][C:19]([N:21]1[CH2:25][CH2:24][CH2:23][C@@H:22]1[C:26]([O:28]C(C)(C)C)=[O:27])=[O:20])=[O:7])(C)(C)C.[F:34][C:35]([F:40])([F:39])[C:36]([OH:38])=[O:37], predict the reaction product. The product is: [F:34][C:35]([F:40])([F:39])[C:36]([OH:38])=[O:37].[C:26]([C@H:22]1[CH2:23][CH2:24][CH2:25][N:21]1[C:19](=[O:20])[CH2:18][CH2:17][NH:16][CH2:15][CH2:14][C:13]([N:9]1[CH2:10][CH2:11][CH2:12][C@@H:8]1[C:6]([OH:7])=[O:5])=[O:33])([OH:28])=[O:27]. (4) Given the reactants [CH:1]1[C:6]([OH:7])=[CH:5][CH:4]=[CH:3][C:2]=1[CH3:8].[H-].[Na+].[CH3:11][O:12][CH2:13]Cl, predict the reaction product. The product is: [CH3:11][O:12][CH2:13][O:7][C:6]1[CH:5]=[CH:4][CH:3]=[C:2]([CH3:8])[CH:1]=1.